This data is from Catalyst prediction with 721,799 reactions and 888 catalyst types from USPTO. The task is: Predict which catalyst facilitates the given reaction. (1) Reactant: CN(C(ON1N=NC2C=CC=CC1=2)=[N+](C)C)C.[B-](F)(F)(F)F.[Cl:23][C:24]1[CH:25]=[C:26]([CH2:31][C:32]([OH:34])=O)[CH:27]=[CH:28][C:29]=1[Cl:30].C(N(C(C)C)CC)(C)C.[NH2:44][C:45]1[CH:53]=[C:52]([N+:54]([O-:56])=[O:55])[CH:51]=[CH:50][C:46]=1[C:47]([OH:49])=[O:48]. Product: [Cl:23][C:24]1[CH:25]=[C:26]([CH2:31][C:32]([NH:44][C:45]2[CH:53]=[C:52]([N+:54]([O-:56])=[O:55])[CH:51]=[CH:50][C:46]=2[C:47]([OH:49])=[O:48])=[O:34])[CH:27]=[CH:28][C:29]=1[Cl:30]. The catalyst class is: 10. (2) Product: [Br:13][CH:11]([Br:14])[C:10]([C:3]1[N:4]2[N:5]=[CH:6][CH:7]=[CH:8][C:9]2=[N:1][CH:2]=1)=[O:12]. Reactant: [N:1]1[CH:2]=[C:3]([C:10](=[O:12])[CH3:11])[N:4]2[C:9]=1[CH:8]=[CH:7][CH:6]=[N:5]2.[BrH:13].[Br:14]Br. The catalyst class is: 15. (3) Reactant: [N:1]1([C:10]2[N:15]=[C:14]([NH:16][CH:17]3[CH2:22][CH2:21][O:20][CH2:19][CH2:18]3)[C:13]([NH2:23])=[C:12]([C:24]3[CH:29]=[CH:28][CH:27]=[CH:26][CH:25]=3)[N:11]=2)[C:5]2[CH:6]=[CH:7][CH:8]=[CH:9][C:4]=2[N:3]=[CH:2]1.C1N=CN([C:35](N2C=NC=C2)=[O:36])C=1. Product: [N:1]1([C:10]2[N:15]=[C:14]3[C:13]([NH:23][C:35](=[O:36])[N:16]3[CH:17]3[CH2:18][CH2:19][O:20][CH2:21][CH2:22]3)=[C:12]([C:24]3[CH:29]=[CH:28][CH:27]=[CH:26][CH:25]=3)[N:11]=2)[C:5]2[CH:6]=[CH:7][CH:8]=[CH:9][C:4]=2[N:3]=[CH:2]1. The catalyst class is: 1. (4) The catalyst class is: 12. Product: [Cl:24][C:23]1[C:18]([N:14]2[CH2:15][CH2:16][CH:11]([S:8]([C:4]3[CH:5]=[CH:6][CH:7]=[C:2]([Cl:1])[CH:3]=3)(=[O:10])=[O:9])[CH2:12][CH2:13]2)=[N:19][CH:20]=[CH:21][CH:22]=1. Reactant: [Cl:1][C:2]1[CH:3]=[C:4]([S:8]([CH:11]2[CH2:16][CH2:15][NH:14][CH2:13][CH2:12]2)(=[O:10])=[O:9])[CH:5]=[CH:6][CH:7]=1.Cl[C:18]1[C:23]([Cl:24])=[CH:22][CH:21]=[CH:20][N:19]=1.CCN(C(C)C)C(C)C. (5) The catalyst class is: 68. Reactant: C([N:8]1[C:13]2[CH:14]=[C:15]([Cl:24])[C:16]([C:18]3[N:19]=[C:20]([CH3:23])[S:21][CH:22]=3)=[CH:17][C:12]=2[O:11][CH:10]([C:25]([N:27]2[CH2:32][CH2:31][C:30]([CH2:35][C:36]3[CH:41]=[CH:40][C:39]([F:42])=[CH:38][CH:37]=3)([C:33]#[N:34])[CH2:29][CH2:28]2)=[O:26])[CH2:9]1)C1C=CC=CC=1.ClC(OC(Cl)=O)C.CO. Product: [Cl:24][C:15]1[C:16]([C:18]2[N:19]=[C:20]([CH3:23])[S:21][CH:22]=2)=[CH:17][C:12]2[O:11][CH:10]([C:25]([N:27]3[CH2:28][CH2:29][C:30]([CH2:35][C:36]4[CH:41]=[CH:40][C:39]([F:42])=[CH:38][CH:37]=4)([C:33]#[N:34])[CH2:31][CH2:32]3)=[O:26])[CH2:9][NH:8][C:13]=2[CH:14]=1. (6) Reactant: [S:1]1[CH2:7][C:5](=[O:6])[NH:4][C:2]1=[S:3].[CH:8]1[C:13]([CH:14]=O)=[CH:12][C:11]2[O:16][CH2:17][O:18][C:10]=2[CH:9]=1. Product: [O:18]1[C:10]2[CH:9]=[CH:8][C:13](/[CH:14]=[C:7]3\[C:5](=[O:6])[NH:4][C:2](=[S:3])[S:1]\3)=[CH:12][C:11]=2[O:16][CH2:17]1. The catalyst class is: 57. (7) Reactant: [CH3:1][N:2]1[CH2:7][CH2:6][N:5]([CH2:8][C:9]2[CH:14]=[CH:13][CH:12]=[CH:11][C:10]=2[C:15](=[O:17])[CH3:16])[CH2:4][CH2:3]1.[CH:18]([C:20]1[N:25]=[C:24](/[CH:26]=[CH:27]/[C:28]([O:30][C:31]([CH3:34])([CH3:33])[CH3:32])=[O:29])[CH:23]=[CH:22][CH:21]=1)=O.[OH-].[K+]. Product: [CH3:1][N:2]1[CH2:7][CH2:6][N:5]([CH2:8][C:9]2[CH:14]=[CH:13][CH:12]=[CH:11][C:10]=2[C:15](=[O:17])/[CH:16]=[CH:18]/[C:20]2[N:25]=[C:24](/[CH:26]=[CH:27]/[C:28]([O:30][C:31]([CH3:34])([CH3:33])[CH3:32])=[O:29])[CH:23]=[CH:22][CH:21]=2)[CH2:4][CH2:3]1. The catalyst class is: 1. (8) Reactant: [CH:1]([C:3]1[CH:4]=[C:5]([CH:23]=[CH:24][CH:25]=1)[O:6][CH2:7][C:8]([N:10]1[CH2:15][CH2:14][N:13](C(OC(C)(C)C)=O)[CH2:12][CH2:11]1)=[O:9])=[O:2].C(O)(C(F)(F)F)=O. Product: [O:9]=[C:8]([N:10]1[CH2:15][CH2:14][NH:13][CH2:12][CH2:11]1)[CH2:7][O:6][C:5]1[CH:4]=[C:3]([CH:25]=[CH:24][CH:23]=1)[CH:1]=[O:2]. The catalyst class is: 2. (9) Reactant: [F:1][C:2]1[CH:10]=[CH:9][CH:8]=[CH:7][C:3]=1[C:4]([OH:6])=O.[C:11]([C:15]1[N:20]=[C:19]([N:21]2[CH2:26][CH2:25][N:24]([CH2:27][CH2:28][CH2:29][CH2:30][NH2:31])[CH2:23][CH2:22]2)[CH:18]=[C:17]([CH:32]2[CH2:35][CH2:34][CH2:33]2)[N:16]=1)([CH3:14])([CH3:13])[CH3:12].C(N(C(C)C)CC)(C)C.OC1C2N=NNC=2C=CC=1.Cl.C(N=C=NCCCN(C)C)C. Product: [C:11]([C:15]1[N:20]=[C:19]([N:21]2[CH2:22][CH2:23][N:24]([CH2:27][CH2:28][CH2:29][CH2:30][NH:31][C:4](=[O:6])[C:3]3[CH:7]=[CH:8][CH:9]=[CH:10][C:2]=3[F:1])[CH2:25][CH2:26]2)[CH:18]=[C:17]([CH:32]2[CH2:35][CH2:34][CH2:33]2)[N:16]=1)([CH3:14])([CH3:12])[CH3:13]. The catalyst class is: 4.